Predict the reactants needed to synthesize the given product. From a dataset of Full USPTO retrosynthesis dataset with 1.9M reactions from patents (1976-2016). (1) Given the product [C:27]1([CH2:26][O:25][C:16]2[CH:17]=[CH:18][C:19]([C:21]([F:24])([F:22])[F:23])=[CH:20][C:15]=2[C:10]2[CH2:11][CH2:12][CH2:13][CH2:14][C:9]=2[B:4]([OH:3])[OH:5])[CH:32]=[CH:31][CH:30]=[CH:29][CH:28]=1, predict the reactants needed to synthesize it. The reactants are: CC1(C)C(C)(C)[O:5][B:4]([C:9]2[CH2:14][CH2:13][CH2:12][CH2:11][C:10]=2[C:15]2[CH:20]=[C:19]([C:21]([F:24])([F:23])[F:22])[CH:18]=[CH:17][C:16]=2[O:25][CH2:26][C:27]2[CH:32]=[CH:31][CH:30]=[CH:29][CH:28]=2)[O:3]1. (2) The reactants are: Cl[C:2]1[N:7]=[C:6]([C:8]([F:11])([F:10])[F:9])[CH:5]=[C:4]([C:12]2[CH:17]=[CH:16][C:15]([F:18])=[C:14]([F:19])[CH:13]=2)[N:3]=1.[Cl:20][C:21]1[CH:26]=[C:25](B(O)O)[CH:24]=[CH:23][N:22]=1. Given the product [Cl:20][C:21]1[CH:26]=[C:25]([C:2]2[N:3]=[C:4]([C:12]3[CH:17]=[CH:16][C:15]([F:18])=[C:14]([F:19])[CH:13]=3)[CH:5]=[C:6]([C:8]([F:11])([F:10])[F:9])[N:7]=2)[CH:24]=[CH:23][N:22]=1, predict the reactants needed to synthesize it. (3) Given the product [Cl:10][C:6]1[S:7][CH:8]=[C:4]([CH:1]([CH3:3])[CH3:2])[N:5]=1, predict the reactants needed to synthesize it. The reactants are: [CH:1]([C:4]1[N:5]=[C:6](N)[S:7][CH:8]=1)([CH3:3])[CH3:2].[Cl-:10].C([N+]([O-])=O)(C)(C)C. (4) Given the product [C:7]1([C:6]2[N:2]([CH3:1])[N:3]=[CH:4][C:5]=2[N+:15]([O-:17])=[O:16])=[CH:8][CH2:9][CH:10]=[CH:11][CH2:12][CH2:13]1, predict the reactants needed to synthesize it. The reactants are: [CH3:1][N:2]1[C:6]([C:7]2(O)[CH2:13][CH2:12][CH:11]=[CH:10][CH2:9][CH2:8]2)=[C:5]([N+:15]([O-:17])=[O:16])[CH:4]=[N:3]1.COCCN(S(F)(F)F)CCOC.C([O-])(O)=O.[Na+]. (5) Given the product [CH3:1][C:2]1[CH:3]=[C:4]([C:12]2[C:18]3[CH:19]=[C:20]4[O:25][CH2:24][O:23][C:21]4=[CH:22][C:17]=3[CH2:16][C@@H:15]([CH3:26])[N:14]([C:51](=[S:53])[NH2:29])[N:13]=2)[CH:5]=[C:6]([CH3:11])[C:7]=1[N+:8]([O-:10])=[O:9], predict the reactants needed to synthesize it. The reactants are: [CH3:1][C:2]1[CH:3]=[C:4]([C:12]2[C:18]3[CH:19]=[C:20]4[O:25][CH2:24][O:23][C:21]4=[CH:22][C:17]=3[CH2:16][C@@H:15]([CH3:26])[NH:14][N:13]=2)[CH:5]=[C:6]([CH3:11])[C:7]=1[N+:8]([O-:10])=[O:9].CC1CC2C=C3OCOC3=CC=2C(C2C=CC([N+]([O-])=O)=CC=2)=N[N:29]1[C:51](=[S:53])N.NC(N)=O.